This data is from Catalyst prediction with 721,799 reactions and 888 catalyst types from USPTO. The task is: Predict which catalyst facilitates the given reaction. (1) Reactant: Cl[C:2](Cl)([O:4][C:5](=[O:11])OC(Cl)(Cl)Cl)Cl.[NH2:13][C:14]1[CH:19]=[C:18]([CH2:20][CH2:21][CH2:22][C:23]([O:25][CH2:26][CH3:27])=[O:24])[CH:17]=[CH:16][C:15]=1[C:28]1[CH:33]=[CH:32][CH:31]=[CH:30][CH:29]=1.[CH2:34]([N:36]([CH2:39][CH3:40])[CH2:37][CH3:38])[CH3:35]. Product: [N:36]12[CH2:39][CH2:40][C:2]([O:4][C:5]([NH:13][C:14]3[CH:19]=[C:18]([CH2:20][CH2:21][CH2:22][C:23]([O:25][CH2:26][CH3:27])=[O:24])[CH:17]=[CH:16][C:15]=3[C:28]3[CH:29]=[CH:30][CH:31]=[CH:32][CH:33]=3)=[O:11])([CH2:38][CH2:37]1)[CH2:35][CH2:34]2. The catalyst class is: 11. (2) Reactant: [CH3:1][NH:2][C:3]1[C:8]([CH:9]=O)=[CH:7][N:6]=[C:5]([S:11][CH3:12])[N:4]=1.C(O)(=O)C.[NH2:17][C:18]1[CH:23]=[CH:22][CH:21]=[CH:20][CH:19]=1. Product: [CH3:1][NH:2][C:3]1[C:8]([CH2:9][NH:17][C:18]2[CH:23]=[CH:22][CH:21]=[CH:20][CH:19]=2)=[CH:7][N:6]=[C:5]([S:11][CH3:12])[N:4]=1. The catalyst class is: 5. (3) Reactant: [C:1]1([C:27]2[CH:32]=[CH:31][CH:30]=[CH:29][CH:28]=2)[CH:6]=[CH:5][C:4]([C:7]([N:9]2[CH2:14][CH2:13][N:12]([C:15]3[C:16]4[CH:24]=[C:23]([CH2:25][CH3:26])[S:22][C:17]=4[N:18]=[C:19](Cl)[N:20]=3)[CH2:11][CH2:10]2)=[O:8])=[CH:3][CH:2]=1.[N-:33]=[N+:34]=[N-:35].[Na+]. Product: [N:33]([C:19]1[N:20]=[C:15]([N:12]2[CH2:13][CH2:14][N:9]([C:7]([C:4]3[CH:5]=[CH:6][C:1]([C:27]4[CH:32]=[CH:31][CH:30]=[CH:29][CH:28]=4)=[CH:2][CH:3]=3)=[O:8])[CH2:10][CH2:11]2)[C:16]2[CH:24]=[C:23]([CH2:25][CH3:26])[S:22][C:17]=2[N:18]=1)=[N+:34]=[N-:35]. The catalyst class is: 179. (4) Reactant: [C:1]([C:5]1[N:10]=[C:9]([N:11]2[CH2:16][CH2:15][N:14]([CH2:17][CH2:18][CH2:19][OH:20])[CH2:13][CH2:12]2)[CH:8]=[C:7]([CH:21]2[CH2:23][CH2:22]2)[N:6]=1)([CH3:4])([CH3:3])[CH3:2].C([Li])CCC.[CH2:29]([O:36][C:37]1[CH:42]=[CH:41][N:40]=[C:39](S(C)(=O)=O)[N:38]=1)[C:30]1[CH:35]=[CH:34][CH:33]=[CH:32][CH:31]=1. Product: [CH2:29]([O:36][C:37]1[CH:42]=[CH:41][N:40]=[C:39]([O:20][CH2:19][CH2:18][CH2:17][N:14]2[CH2:13][CH2:12][N:11]([C:9]3[CH:8]=[C:7]([CH:21]4[CH2:23][CH2:22]4)[N:6]=[C:5]([C:1]([CH3:4])([CH3:2])[CH3:3])[N:10]=3)[CH2:16][CH2:15]2)[N:38]=1)[C:30]1[CH:31]=[CH:32][CH:33]=[CH:34][CH:35]=1. The catalyst class is: 7. (5) Reactant: F[C:2]1[C:3]([C:8]#[N:9])=[N:4][CH:5]=[CH:6][CH:7]=1.C([O-])([O-])=O.[K+].[K+].[CH3:16][CH:17]([SH:19])[CH3:18]. Product: [CH:17]([S:19][C:2]1[C:3]([C:8]#[N:9])=[N:4][CH:5]=[CH:6][CH:7]=1)([CH3:18])[CH3:16]. The catalyst class is: 31. (6) Reactant: C[O:2][C:3]1[CH:8]=[C:7]([O:9]C)[CH:6]=[CH:5][C:4]=1[C:11]1[C:20](=[O:21])[C:19]2[C:14](=[CH:15][C:16]([O:24][CH3:25])=[CH:17][C:18]=2[O:22]C)[O:13][CH:12]=1.B(Br)(Br)Br. Product: [OH:2][C:3]1[CH:8]=[C:7]([OH:9])[CH:6]=[CH:5][C:4]=1[C:11]1[C:20](=[O:21])[C:19]2[C:14](=[CH:15][C:16]([O:24][CH3:25])=[CH:17][C:18]=2[OH:22])[O:13][CH:12]=1. The catalyst class is: 2.